From a dataset of Forward reaction prediction with 1.9M reactions from USPTO patents (1976-2016). Predict the product of the given reaction. (1) Given the reactants [BH4-].[Li+].C(OC(=O)[C:7]([CH:9]1[CH2:13][CH2:12][O:11][CH:10]1[O:14][CH3:15])=[O:8])C.Cl.C(N(CC)CC)C, predict the reaction product. The product is: [O:14]1[CH:10]2[O:11][CH2:12][CH2:13][CH:9]2[CH:7]([OH:8])[CH2:15]1. (2) Given the reactants Br[C:2]1[C:11]([O:12][CH3:13])=[C:10]2[C:5]([CH:6]=[N:7][C:8]([NH:14][CH3:15])=[N:9]2)=[C:4]([C:16]2[CH:21]=[CH:20][C:19]([Cl:22])=[C:18]([Cl:23])[CH:17]=2)[CH:3]=1.[C:24]([C:27]1[CH:32]=[CH:31][C:30](B(O)O)=[CH:29][CH:28]=1)([OH:26])=[O:25], predict the reaction product. The product is: [C:24]([C:27]1[CH:32]=[CH:31][C:30]([C:2]2[C:11]([O:12][CH3:13])=[C:10]3[C:5]([CH:6]=[N:7][C:8]([NH:14][CH3:15])=[N:9]3)=[C:4]([C:16]3[CH:21]=[CH:20][C:19]([Cl:22])=[C:18]([Cl:23])[CH:17]=3)[CH:3]=2)=[CH:29][CH:28]=1)([OH:26])=[O:25]. (3) Given the reactants [NH2:1][C:2]1[CH:7]=[CH:6][C:5]([C:8]([OH:17])([C:13]([F:16])([F:15])[F:14])[C:9]([F:12])([F:11])[F:10])=[CH:4][CH:3]=1.Cl[C:19](Cl)(Cl)[CH:20]([OH:22])O.Cl.[NH2:26][OH:27].S([O-])([O-])(=O)=O.[Na+].[Na+].Cl, predict the reaction product. The product is: [F:16][C:13]([F:14])([F:15])[C:8]([C:5]1[CH:4]=[CH:3][C:2]([NH:1][C:20](=[O:22])[CH:19]=[N:26][OH:27])=[CH:7][CH:6]=1)([OH:17])[C:9]([F:10])([F:11])[F:12].